Dataset: Full USPTO retrosynthesis dataset with 1.9M reactions from patents (1976-2016). Task: Predict the reactants needed to synthesize the given product. Given the product [CH2:1]([O:3][C:4]([C:6]1[S:10][C:9]([C:11]2[CH:20]=[C:19]([C:21]#[N:22])[C:18]3[C:13](=[CH:14][C:15]([OH:23])=[CH:16][CH:17]=3)[CH:12]=2)=[N:8][C:7]=1[CH3:31])=[O:5])[CH3:2], predict the reactants needed to synthesize it. The reactants are: [CH2:1]([O:3][C:4]([C:6]1[S:10][C:9]([C:11]2[CH:20]=[C:19]([C:21]#[N:22])[C:18]3[C:13](=[CH:14][C:15]([O:23]CC4C=CC=CC=4)=[CH:16][CH:17]=3)[CH:12]=2)=[N:8][C:7]=1[CH3:31])=[O:5])[CH3:2].